From a dataset of Catalyst prediction with 721,799 reactions and 888 catalyst types from USPTO. Predict which catalyst facilitates the given reaction. Reactant: Cl[C:2]1[C:11]([CH3:12])=[C:10]([Cl:13])[C:9]2[C:4](=[CH:5][C:6]([F:15])=[CH:7][C:8]=2[F:14])[N:3]=1.[CH3:16][N:17]1[C:25]2[C:20](=[C:21](B3OC(C)(C)C(C)(C)O3)[CH:22]=[CH:23][CH:24]=2)[CH:19]=[CH:18]1.C(=O)([O-])[O-].[K+].[K+]. Product: [Cl:13][C:10]1[C:9]2[C:4](=[CH:5][C:6]([F:15])=[CH:7][C:8]=2[F:14])[N:3]=[C:2]([C:21]2[CH:22]=[CH:23][CH:24]=[C:25]3[C:20]=2[CH:19]=[CH:18][N:17]3[CH3:16])[C:11]=1[CH3:12]. The catalyst class is: 11.